From a dataset of Reaction yield outcomes from USPTO patents with 853,638 reactions. Predict the reaction yield, written as a fraction of the theoretical maximum amount of product (1.0 means a 100% yield; for example, 0.34 means a 34% yield). (1) The reactants are [NH2:1][C:2]1[CH:7]=[CH:6][C:5]([CH:8]2[CH2:13][N:12]([CH3:14])[C:11](=[O:15])[N:10]([CH3:16])[CH2:9]2)=[CH:4][C:3]=1[C:17]1[CH2:23][CH2:22][CH2:21][CH2:20][CH2:19][CH:18]=1.[C:24]([C:26]1[CH:27]=[C:28]([C:31](O)=[O:32])[NH:29][CH:30]=1)#[N:25].CCN=C=NCCCN(C)C.C1C=CC2N(O)N=NC=2C=1.CCN(C(C)C)C(C)C. The catalyst is C(Cl)Cl. The product is [C:17]1([C:3]2[CH:4]=[C:5]([CH:8]3[CH2:9][N:10]([CH3:16])[C:11](=[O:15])[N:12]([CH3:14])[CH2:13]3)[CH:6]=[CH:7][C:2]=2[NH:1][C:31]([C:28]2[NH:29][CH:30]=[C:26]([C:24]#[N:25])[CH:27]=2)=[O:32])[CH2:23][CH2:22][CH2:21][CH2:20][CH2:19][CH:18]=1. The yield is 0.140. (2) The reactants are [C:1]([CH:5]1[CH2:10][CH2:9][CH:8]([O:11][C:12]2[CH:13]=[C:14]3[C:19](=[CH:20][CH:21]=2)[CH:18]=[C:17]([C@:22]2([CH3:28])[CH2:26][O:25][C:24](=[O:27])[NH:23]2)[CH:16]=[CH:15]3)[CH2:7][CH2:6]1)([CH3:4])([CH3:3])[CH3:2].C(Cl)Cl.[F:32]N(S(C1C=CC=CC=1)(=O)=O)S(C1C=CC=CC=1)(=O)=O. The catalyst is [Cl-].[Cl-].[Cl-].[Cl-].[Zr+4]. The product is [C:1]([C@H:5]1[CH2:6][CH2:7][C@H:8]([O:11][C:12]2[C:13]([F:32])=[C:14]3[C:19](=[CH:20][CH:21]=2)[CH:18]=[C:17]([C@:22]2([CH3:28])[CH2:26][O:25][C:24](=[O:27])[NH:23]2)[CH:16]=[CH:15]3)[CH2:9][CH2:10]1)([CH3:4])([CH3:2])[CH3:3]. The yield is 0.420. (3) The reactants are [NH2:1][C:2]1[CH:7]=[CH:6][C:5]([CH2:8][CH2:9][NH2:10])=[CH:4][CH:3]=1.C[Si]([N-][Si](C)(C)C)(C)C.[Na+].[CH2:21]1[O:29][C@H:22]1[C:23]1[CH:28]=[CH:27][CH:26]=[CH:25][CH:24]=1.Cl.C(OC(C)C)(=O)C.[OH-].[Na+]. The catalyst is O1CCCC1.CN1CCCN(C)C1=O. The product is [NH2:10][CH2:9][CH2:8][C:5]1[CH:6]=[CH:7][C:2]([NH:1][CH2:21][C@H:22]([C:23]2[CH:28]=[CH:27][CH:26]=[CH:25][CH:24]=2)[OH:29])=[CH:3][CH:4]=1. The yield is 0.400. (4) The reactants are [N:1]1[C:2]([CH2:10][NH:11][CH:12]2[C:21]3[N:20]=[CH:19][CH:18]=[CH:17][C:16]=3[CH2:15][CH2:14][CH2:13]2)=[CH:3][N:4]2[CH:9]=[CH:8][CH:7]=[CH:6][C:5]=12.[CH3:22][N:23]1[CH2:28][CH2:27][CH2:26][CH:25]([CH2:29][CH:30]=O)[CH2:24]1.C(O)(=O)C.C(O[BH-](OC(=O)C)OC(=O)C)(=O)C.[Na+].FC(F)(F)C(O)=O. The catalyst is ClCCCl. The product is [N:1]1[C:2]([CH2:10][N:11]([CH2:30][CH2:29][CH:25]2[CH2:26][CH2:27][CH2:28][N:23]([CH3:22])[CH2:24]2)[CH:12]2[C:21]3[N:20]=[CH:19][CH:18]=[CH:17][C:16]=3[CH2:15][CH2:14][CH2:13]2)=[CH:3][N:4]2[CH:9]=[CH:8][CH:7]=[CH:6][C:5]=12. The yield is 0.480. (5) The product is [F:9][C:10]1[CH:19]=[C:18]([O:20][CH3:21])[CH:17]=[CH:16][C:11]=1[C:12](=[O:13])[CH2:2][C:1]#[N:3]. The reactants are [C:1](#[N:3])[CH3:2].[Li+].CCC[CH2-].[F:9][C:10]1[CH:19]=[C:18]([O:20][CH3:21])[CH:17]=[CH:16][C:11]=1[C:12](OC)=[O:13].Cl. The catalyst is O1CCCC1. The yield is 0.840. (6) The reactants are [Al+3].[Cl-].[Cl-].[Cl-].C(NB)(C)(C)C.[CH2:11]([N:18]1[CH2:26][CH2:25][CH:24]2[CH:20]([C:21](=O)[C:22]3[S:29][CH:28]=[CH:27][C:23]=32)[CH2:19]1)[C:12]1[CH:17]=[CH:16][CH:15]=[CH:14][CH:13]=1.[Al+3].[Cl-].[Cl-].[Cl-].B.Cl.[OH-].[Na+]. The catalyst is C(Cl)Cl. The product is [CH2:11]([N:18]1[CH2:26][CH2:25][CH:24]2[CH:20]([CH2:21][C:22]3[S:29][CH:28]=[CH:27][C:23]=32)[CH2:19]1)[C:12]1[CH:13]=[CH:14][CH:15]=[CH:16][CH:17]=1. The yield is 0.730. (7) The reactants are Br[C:2]1[CH:7]=[CH:6][C:5]([N+:8]([O-:10])=[O:9])=[CH:4][CH:3]=1.CC1(C)C(C)(C)OB([C:19]2[CH2:25][CH:24]3[N:26]([C:27]([O:29][C:30]([CH3:33])([CH3:32])[CH3:31])=[O:28])[CH:21]([CH2:22][CH2:23]3)[CH:20]=2)O1.C(=O)([O-])[O-].[K+].[K+]. The catalyst is C1OCCOC1.O.C1C=CC(P(C2C=CC=CC=2)[C-]2C=CC=C2)=CC=1.C1C=CC(P(C2C=CC=CC=2)[C-]2C=CC=C2)=CC=1.Cl[Pd]Cl.[Fe+2]. The product is [N+:8]([C:5]1[CH:6]=[CH:7][C:2]([C:19]2[CH2:20][CH:21]3[N:26]([C:27]([O:29][C:30]([CH3:33])([CH3:32])[CH3:31])=[O:28])[CH:24]([CH2:23][CH2:22]3)[CH:25]=2)=[CH:3][CH:4]=1)([O-:10])=[O:9]. The yield is 0.600. (8) The reactants are [ClH:1].CO.[CH:4]1([C:7]([NH:9][C:10]2[N:11]=[C:12]3[CH:17]=[CH:16][C:15]([O:18][C:19]4[CH:24]=[CH:23][C:22]([NH:25][C:26]([C:28]5[C:29](=[O:41])[N:30]([C:35]6[CH:40]=[CH:39][CH:38]=[CH:37][CH:36]=6)[C:31]([CH3:34])=[CH:32][CH:33]=5)=[O:27])=[CH:21][C:20]=4[F:42])=[CH:14][N:13]3[CH:43]=2)=[O:8])[CH2:6][CH2:5]1. No catalyst specified. The product is [ClH:1].[CH:4]1([C:7]([NH:9][C:10]2[N:11]=[C:12]3[CH:17]=[CH:16][C:15]([O:18][C:19]4[CH:24]=[CH:23][C:22]([NH:25][C:26]([C:28]5[C:29](=[O:41])[N:30]([C:35]6[CH:36]=[CH:37][CH:38]=[CH:39][CH:40]=6)[C:31]([CH3:34])=[CH:32][CH:33]=5)=[O:27])=[CH:21][C:20]=4[F:42])=[CH:14][N:13]3[CH:43]=2)=[O:8])[CH2:6][CH2:5]1. The yield is 0.790. (9) The reactants are [CH3:1][N:2]([C@@H:13]1[CH2:17][CH2:16][N:15]([C:18]2[C:19]3[CH:26]=[CH:25][N:24]([CH2:27][O:28][CH2:29][CH2:30][Si:31]([CH3:34])([CH3:33])[CH3:32])[C:20]=3[N:21]=[CH:22][N:23]=2)[CH2:14]1)[C:3]1[CH:8]=[C:7]([CH3:9])[C:6]([N+:10]([O-])=O)=[CH:5][N:4]=1.[NH4+].[Cl-].[N:37]([O-])=O.[Na+].N.O. The catalyst is C(O)C.O.[Fe]. The product is [CH3:1][N:2]([C@@H:13]1[CH2:17][CH2:16][N:15]([C:18]2[C:19]3[CH:26]=[CH:25][N:24]([CH2:27][O:28][CH2:29][CH2:30][Si:31]([CH3:34])([CH3:33])[CH3:32])[C:20]=3[N:21]=[CH:22][N:23]=2)[CH2:14]1)[C:3]1[CH:8]=[C:7]2[CH:9]=[N:37][NH:10][C:6]2=[CH:5][N:4]=1. The yield is 0.330. (10) The reactants are [C:1]([NH:5][C:6]1[C:7]([CH3:24])=[N:8][C:9]2[C:14]([N:15]=1)=[C:13]([C:16]1[NH:20][N:19]=[C:18]([C:21](O)=[O:22])[CH:17]=1)[CH:12]=[CH:11][CH:10]=2)([CH3:4])([CH3:3])[CH3:2].CC[N:27](C(C)C)C(C)C.N.F[P-](F)(F)(F)(F)F.N1(O[P+](N2CCCC2)(N2CCCC2)N2CCCC2)C2C=CC=CC=2N=N1. The catalyst is CN(C=O)C.C(Cl)Cl. The product is [C:1]([NH:5][C:6]1[C:7]([CH3:24])=[N:8][C:9]2[C:14]([N:15]=1)=[C:13]([C:16]1[NH:20][N:19]=[C:18]([C:21]([NH2:27])=[O:22])[CH:17]=1)[CH:12]=[CH:11][CH:10]=2)([CH3:4])([CH3:2])[CH3:3]. The yield is 0.850.